From a dataset of Reaction yield outcomes from USPTO patents with 853,638 reactions. Predict the reaction yield, written as a fraction of the theoretical maximum amount of product (1.0 means a 100% yield; for example, 0.34 means a 34% yield). The reactants are [Li]CCCC.CCCCCC.[CH3:12][N:13]([CH3:17])[CH2:14][C:15]#[CH:16].[C:18](=[O:20])=[O:19]. The catalyst is C1COCC1.CO.O. The product is [CH3:12][N:13]([CH3:17])[CH2:14][C:15]#[C:16][C:18]([OH:20])=[O:19]. The yield is 1.06.